Dataset: NCI-60 drug combinations with 297,098 pairs across 59 cell lines. Task: Regression. Given two drug SMILES strings and cell line genomic features, predict the synergy score measuring deviation from expected non-interaction effect. (1) Drug 1: C1=CC(=CC=C1C#N)C(C2=CC=C(C=C2)C#N)N3C=NC=N3. Drug 2: C1=NC2=C(N1)C(=S)N=CN2. Cell line: DU-145. Synergy scores: CSS=60.3, Synergy_ZIP=-2.29, Synergy_Bliss=-0.884, Synergy_Loewe=-6.19, Synergy_HSA=0.00000163. (2) Drug 1: CS(=O)(=O)C1=CC(=C(C=C1)C(=O)NC2=CC(=C(C=C2)Cl)C3=CC=CC=N3)Cl. Drug 2: C1C(C(OC1N2C=NC3=C(N=C(N=C32)Cl)N)CO)O. Cell line: HCC-2998. Synergy scores: CSS=21.1, Synergy_ZIP=5.85, Synergy_Bliss=8.03, Synergy_Loewe=2.75, Synergy_HSA=7.89. (3) Synergy scores: CSS=36.8, Synergy_ZIP=0.308, Synergy_Bliss=-3.20, Synergy_Loewe=-31.1, Synergy_HSA=-7.09. Drug 2: C(=O)(N)NO. Drug 1: C1C(C(OC1N2C=NC3=C(N=C(N=C32)Cl)N)CO)O. Cell line: RPMI-8226. (4) Drug 1: C1=C(C(=O)NC(=O)N1)N(CCCl)CCCl. Drug 2: CC1CCCC2(C(O2)CC(NC(=O)CC(C(C(=O)C(C1O)C)(C)C)O)C(=CC3=CSC(=N3)C)C)C. Cell line: HCT116. Synergy scores: CSS=20.3, Synergy_ZIP=-1.51, Synergy_Bliss=-0.856, Synergy_Loewe=-0.308, Synergy_HSA=-0.270.